This data is from Full USPTO retrosynthesis dataset with 1.9M reactions from patents (1976-2016). The task is: Predict the reactants needed to synthesize the given product. (1) Given the product [Cl:14][C:13]1[C:3]2[CH2:2][N:30]([CH:28]([C:19]3[CH:20]=[CH:21][C:22]([O:23][C:24]([F:25])([F:26])[F:27])=[C:17]([Cl:16])[CH:18]=3)[CH3:29])[C:5](=[O:7])[C:4]=2[CH:10]=[CH:11][N:12]=1, predict the reactants needed to synthesize it. The reactants are: Br[CH2:2][C:3]1[C:13]([Cl:14])=[N:12][CH:11]=[CH:10][C:4]=1[C:5]([O:7]CC)=O.Cl.[Cl:16][C:17]1[CH:18]=[C:19]([CH:28]([NH2:30])[CH3:29])[CH:20]=[CH:21][C:22]=1[O:23][C:24]([F:27])([F:26])[F:25]. (2) Given the product [F:34][C:2]1([F:1])[C:10]([CH3:11])([CH3:12])[CH2:9][C:8]2[N:7]([CH2:13][C:14]([OH:16])=[O:15])[C:6]([CH3:17])=[C:5]([CH2:18][C:19]3[CH:24]=[CH:23][CH:22]=[CH:21][C:20]=3[S:25]([N:28]3[CH2:32][CH2:31][CH2:30][CH2:29]3)(=[O:26])=[O:27])[C:4]=2[CH2:3]1, predict the reactants needed to synthesize it. The reactants are: [F:1][C:2]1([F:34])[C:10]([CH3:12])([CH3:11])[CH2:9][C:8]2[N:7]([CH2:13][C:14]([OH:16])=[O:15])[C:6]([CH3:17])=[C:5]([CH2:18][C:19]3[CH:24]=[CH:23][CH:22]=[CH:21][C:20]=3[S:25]([N:28]3[CH2:32][CH2:31][CH2:30][CH2:29]3)(=[O:27])=[O:26])[C:4]=2[C:3]1=O.[H-].[H-].[H-].[H-].[Li+].[Al+3].FC(F)(F)C(O)=O.C([SiH](CC)CC)C. (3) Given the product [Cl:24][C:25]1[CH:26]=[C:27]([C:32]([C@H:34]2[CH2:36][C@@H:35]2[C:37]2[NH:38][O:39][C:1](=[O:2])[N:40]=2)=[O:33])[CH:28]=[CH:29][C:30]=1[F:31], predict the reactants needed to synthesize it. The reactants are: [C:1](C1NC=CN=1)(C1NC=CN=1)=[O:2].C1CCN2C(=NCCC2)CC1.[Cl:24][C:25]1[CH:26]=[C:27]([C:32]([C@H:34]2[CH2:36][C@@H:35]2[C:37](=[NH:40])[NH:38][OH:39])=[O:33])[CH:28]=[CH:29][C:30]=1[F:31].